Dataset: Forward reaction prediction with 1.9M reactions from USPTO patents (1976-2016). Task: Predict the product of the given reaction. (1) Given the reactants [CH3:1][O:2][C:3]([C@@H:5]1[C@H:9]([O:10]C(=O)C2C=CC=CC=2)[CH2:8][CH2:7][N:6]1[C:19]([O:21][C:22]([CH3:25])([CH3:24])[CH3:23])=[O:20])=[O:4].[OH-].[K+], predict the reaction product. The product is: [CH3:1][O:2][C:3]([C@@H:5]1[C@H:9]([OH:10])[CH2:8][CH2:7][N:6]1[C:19]([O:21][C:22]([CH3:25])([CH3:24])[CH3:23])=[O:20])=[O:4]. (2) The product is: [N:26]1[CH:25]=[CH:24][N:17]2[C:18]3[C:19](=[N:20][CH:21]=[CH:22][CH:23]=3)[N:15]([C:12]3[CH:13]=[CH:14][C:9]([OH:8])=[CH:10][CH:11]=3)[C:16]=12. Given the reactants C([O:8][C:9]1[CH:14]=[CH:13][C:12]([N:15]2[C:19]3=[N:20][CH:21]=[CH:22][CH:23]=[C:18]3[N:17]3[CH:24]=[CH:25][N:26]=[C:16]23)=[CH:11][CH:10]=1)C1C=CC=CC=1.C1COCC1, predict the reaction product. (3) Given the reactants C(N(CC)CC)C.[C:8]([C:12]1[CH:20]=[CH:19][C:15]([C:16](Cl)=[O:17])=[CH:14][CH:13]=1)([CH3:11])([CH3:10])[CH3:9].[CH2:21]([O:28][C:29]1[C:30]([CH3:38])=[C:31]([CH3:37])[C:32]([NH2:36])=[N:33][C:34]=1[CH3:35])[C:22]1[CH:27]=[CH:26][CH:25]=[CH:24][CH:23]=1, predict the reaction product. The product is: [CH2:21]([O:28][C:29]1[C:30]([CH3:38])=[C:31]([CH3:37])[C:32]([NH:36][C:16](=[O:17])[C:15]2[CH:19]=[CH:20][C:12]([C:8]([CH3:11])([CH3:10])[CH3:9])=[CH:13][CH:14]=2)=[N:33][C:34]=1[CH3:35])[C:22]1[CH:23]=[CH:24][CH:25]=[CH:26][CH:27]=1. (4) Given the reactants [Cl:1][C:2]1[N:7]=[C:6]([NH2:8])[C:5]([CH3:9])=[CH:4][N:3]=1.Br[C:11]1[CH:16]=[CH:15][C:14]([Cl:17])=[C:13]([C:18]([F:21])([F:20])[F:19])[CH:12]=1.CC1(C)C2C(=C(P(C3C=CC=CC=3)C3C=CC=CC=3)C=CC=2)OC2C(P(C3C=CC=CC=3)C3C=CC=CC=3)=CC=CC1=2.C(=O)([O-])[O-].[Cs+].[Cs+], predict the reaction product. The product is: [Cl:1][C:2]1[N:7]=[C:6]([NH:8][C:11]2[CH:16]=[CH:15][C:14]([Cl:17])=[C:13]([C:18]([F:21])([F:20])[F:19])[CH:12]=2)[C:5]([CH3:9])=[CH:4][N:3]=1.